From a dataset of TCR-epitope binding with 47,182 pairs between 192 epitopes and 23,139 TCRs. Binary Classification. Given a T-cell receptor sequence (or CDR3 region) and an epitope sequence, predict whether binding occurs between them. (1) The TCR CDR3 sequence is CASSQDDGLVETQYF. The epitope is NYSGVVTTVMF. Result: 0 (the TCR does not bind to the epitope). (2) Result: 1 (the TCR binds to the epitope). The TCR CDR3 sequence is CASSPTGTGGIGIYGYTF. The epitope is EHPTFTSQYRIQGKL.